From a dataset of Reaction yield outcomes from USPTO patents with 853,638 reactions. Predict the reaction yield, written as a fraction of the theoretical maximum amount of product (1.0 means a 100% yield; for example, 0.34 means a 34% yield). (1) The reactants are [CH:1]1([CH2:6][C@H:7]([CH2:11][N:12]([CH:21]=[O:22])[O:13][CH2:14][C:15]2[CH:20]=[CH:19][CH:18]=[CH:17][CH:16]=2)[C:8](F)=[O:9])[CH2:5][CH2:4][CH2:3][CH2:2]1.[C:23]1([CH2:29][O:30][C:31]([N:33]2[CH2:37][CH2:36][C@@H:35]([C:38]([OH:40])=[O:39])[NH:34]2)=[O:32])[CH:28]=[CH:27][CH:26]=[CH:25][CH:24]=1.CCN(C(C)C)C(C)C.C(O)(=O)C. The product is [CH:1]1([CH2:6][C@H:7]([CH2:11][N:12]([CH:21]=[O:22])[O:13][CH2:14][C:15]2[CH:20]=[CH:19][CH:18]=[CH:17][CH:16]=2)[C:8]([N:34]2[C@H:35]([C:38]([OH:40])=[O:39])[CH2:36][CH2:37][N:33]2[C:31]([O:30][CH2:29][C:23]2[CH:28]=[CH:27][CH:26]=[CH:25][CH:24]=2)=[O:32])=[O:9])[CH2:5][CH2:4][CH2:3][CH2:2]1. The catalyst is ClCCl.CC#N. The yield is 0.620. (2) The reactants are C1(N)C(F)=C(F)C(F)=C(N)C=1F.[ClH:13].Cl.[NH2:15][CH:16]1[CH2:21][CH2:20][N:19]([CH2:22][CH:23]2[C:33]3=[C:34]4[C:29](=[CH:30][CH:31]=[CH:32]3)[CH:28]=[CH:27][C:26](=[O:35])[N:25]4[CH2:24]2)[CH2:18][CH2:17]1.[O:36]1[C:41]2=[CH:42][N:43]=[C:44]([CH:46]=O)[CH:45]=[C:40]2[CH2:39][CH2:38][CH2:37]1. No catalyst specified. The product is [ClH:13].[O:36]1[C:41]2=[CH:42][N:43]=[C:44]([CH2:46][NH:15][CH:16]3[CH2:21][CH2:20][N:19]([CH2:22][CH:23]4[C:33]5=[C:34]6[C:29](=[CH:30][CH:31]=[CH:32]5)[CH:28]=[CH:27][C:26](=[O:35])[N:25]6[CH2:24]4)[CH2:18][CH2:17]3)[CH:45]=[C:40]2[CH2:39][CH2:38][CH2:37]1. The yield is 1.00. (3) The reactants are [CH3:1][CH2:2][C@H:3]1[O:18][C:16](=[O:17])[C@H:15]([CH3:19])[C@@H:14]([O:20][C@@H:21]2[O:26][C@@H:25]([CH3:27])[C@H:24]([OH:28])[C@@:23]([O:30][CH3:31])([CH3:29])[CH2:22]2)[C@H:13]([CH3:32])[C@@H:12]([O:33][C@@H:34]2[O:39][C@H:38]([CH3:40])[CH2:37][C@H:36]([N:41](C)[CH3:42])[C@H:35]2[OH:44])[C@@:11]([OH:46])([CH3:45])[CH2:10][C@@H:9]([CH3:47])[CH2:8][N:7]([CH3:48])[C@H:6]([CH3:49])[C@@H:5]([OH:50])[C@@:4]1([OH:52])[CH3:51].C([O-])(=O)C.[Na+].II.[OH-].[Na+].C(Cl)Cl.CO.[NH4+].[OH-].[NH4+].[OH-]. The catalyst is CO.O. The product is [CH3:1][CH2:2][C@H:3]1[O:18][C:16](=[O:17])[C@H:15]([CH3:19])[C@@H:14]([O:20][C@@H:21]2[O:26][C@@H:25]([CH3:27])[C@H:24]([OH:28])[C@@:23]([O:30][CH3:31])([CH3:29])[CH2:22]2)[C@H:13]([CH3:32])[C@@H:12]([O:33][C@@H:34]2[O:39][C@H:38]([CH3:40])[CH2:37][C@H:36]([NH:41][CH3:42])[C@H:35]2[OH:44])[C@@:11]([OH:46])([CH3:45])[CH2:10][C@@H:9]([CH3:47])[CH2:8][N:7]([CH3:48])[C@H:6]([CH3:49])[C@@H:5]([OH:50])[C@@:4]1([OH:52])[CH3:51]. The yield is 0.550. (4) The reactants are Cl.[CH:2]1([C:5]2[N:10]=[CH:9][C:8]([C:11]3[CH:12]=[C:13]4[C:18](=[CH:19][N:20]=3)[CH2:17][NH:16][CH2:15][CH2:14]4)=[CH:7][CH:6]=2)[CH2:4][CH2:3]1.[CH3:21][C@@:22]1([CH2:29][S:30](Cl)(=[O:32])=[O:31])[C:26](=[O:27])[NH:25][C:24](=[O:28])[NH:23]1. The catalyst is CCOC(C)=O.CCOC(C)=O.CO. The product is [CH:2]1([C:5]2[N:10]=[CH:9][C:8]([C:11]3[CH:12]=[C:13]4[C:18](=[CH:19][N:20]=3)[CH2:17][N:16]([S:30]([CH2:29][C@@:22]3([CH3:21])[NH:23][C:24](=[O:28])[NH:25][C:26]3=[O:27])(=[O:31])=[O:32])[CH2:15][CH2:14]4)=[CH:7][CH:6]=2)[CH2:4][CH2:3]1. The yield is 0.0700. (5) The reactants are [Br:1][C:2]1[CH:3]=[CH:4][C:5]([C:9]#[N:10])=[N:6][C:7]=1[CH3:8].C(O)(C(F)(F)F)=[O:12]. The catalyst is S(=O)(=O)(O)O. The product is [Br:1][C:2]1[CH:3]=[CH:4][C:5]([C:9]([NH2:10])=[O:12])=[N:6][C:7]=1[CH3:8]. The yield is 0.540.